Dataset: Full USPTO retrosynthesis dataset with 1.9M reactions from patents (1976-2016). Task: Predict the reactants needed to synthesize the given product. Given the product [Cl:34][C:26]1[CH:27]=[C:28]([CH:32]=[CH:33][C:25]=1[F:24])[C:29]([NH:17][C:14]1[CH:15]=[CH:16][C:11]([O:10][CH2:9][CH2:8][N:5]2[CH2:6][CH2:7][CH:2]([F:1])[CH2:3][CH2:4]2)=[C:12]([C:18]2[N:19]([CH3:23])[N:20]=[CH:21][CH:22]=2)[CH:13]=1)=[O:30], predict the reactants needed to synthesize it. The reactants are: [F:1][CH:2]1[CH2:7][CH2:6][N:5]([CH2:8][CH2:9][O:10][C:11]2[CH:16]=[CH:15][C:14]([NH2:17])=[CH:13][C:12]=2[C:18]2[N:19]([CH3:23])[N:20]=[CH:21][CH:22]=2)[CH2:4][CH2:3]1.[F:24][C:25]1[CH:33]=[CH:32][C:28]([C:29](Cl)=[O:30])=[CH:27][C:26]=1[Cl:34].C(N(CC)CC)C.